From a dataset of Merck oncology drug combination screen with 23,052 pairs across 39 cell lines. Regression. Given two drug SMILES strings and cell line genomic features, predict the synergy score measuring deviation from expected non-interaction effect. (1) Drug 1: COc1cccc2c1C(=O)c1c(O)c3c(c(O)c1C2=O)CC(O)(C(=O)CO)CC3OC1CC(N)C(O)C(C)O1. Drug 2: COC1=C2CC(C)CC(OC)C(O)C(C)C=C(C)C(OC(N)=O)C(OC)C=CC=C(C)C(=O)NC(=CC1=O)C2=O. Cell line: A2058. Synergy scores: synergy=8.76. (2) Drug 1: O=S1(=O)NC2(CN1CC(F)(F)F)C1CCC2Cc2cc(C=CCN3CCC(C(F)(F)F)CC3)ccc2C1. Drug 2: CCC1=CC2CN(C1)Cc1c([nH]c3ccccc13)C(C(=O)OC)(c1cc3c(cc1OC)N(C)C1C(O)(C(=O)OC)C(OC(C)=O)C4(CC)C=CCN5CCC31C54)C2. Cell line: PA1. Synergy scores: synergy=-9.53.